Dataset: Forward reaction prediction with 1.9M reactions from USPTO patents (1976-2016). Task: Predict the product of the given reaction. (1) Given the reactants [N+:1]([C:4]1[CH:5]=[C:6]2[C:10](=[CH:11][CH:12]=1)[NH:9][N:8]=[C:7]2[C:13]([OH:15])=[O:14])([O-:3])=[O:2].[CH3:16][C:17]1C([N+]([O-])=O)=CC=CC=1C(O)=O.N1C2C(=CC=CC=2)C(C(OCC)=O)=N1.[N+]([O-])(O)=O, predict the reaction product. The product is: [N+:1]([C:4]1[CH:5]=[C:6]2[C:10](=[CH:11][CH:12]=1)[NH:9][N:8]=[C:7]2[C:13]([O:15][CH2:16][CH3:17])=[O:14])([O-:3])=[O:2]. (2) Given the reactants [Cl:1][CH2:2][CH2:3][N:4]([CH2:22][CH2:23][Cl:24])[P:5]([N:15]([CH2:19][CH2:20][Cl:21])[CH2:16][CH2:17][Cl:18])(=[O:14])[O:6][CH2:7][CH2:8][S:9][CH2:10][C:11]([OH:13])=O.[NH2:25][CH2:26][C:27]1[CH:28]=[N:29][CH:30]=[CH:31][CH:32]=1, predict the reaction product. The product is: [Cl:24][CH2:23][CH2:22][N:4]([CH2:3][CH2:2][Cl:1])[P:5]([N:15]([CH2:19][CH2:20][Cl:21])[CH2:16][CH2:17][Cl:18])(=[O:14])[O:6][CH2:7][CH2:8][S:9][CH2:10][C:11](=[O:13])[NH:25][CH2:26][C:27]1[CH:28]=[N:29][CH:30]=[CH:31][CH:32]=1. (3) Given the reactants [CH3:1][C:2]1[CH:3]=[C:4]([CH:8]=[CH:9][C:10]=1[C:11]([N:13]1[CH2:17][CH2:16][CH2:15][CH2:14]1)=[O:12])[C:5]([OH:7])=O.CN(C(ON1N=NC2C=CC=CC1=2)=[N+](C)C)C.[B-](F)(F)(F)F.C(N(C(C)C)CC)(C)C.[Cl:49][C:50]1[CH:68]=[CH:67][C:53]2[NH:54][C:55]([C@@H:57]([NH2:66])[CH2:58][C:59]3[CH:64]=[CH:63][C:62]([F:65])=[CH:61][CH:60]=3)=[N:56][C:52]=2[CH:51]=1.ClCl, predict the reaction product. The product is: [Cl:49][C:50]1[CH:68]=[CH:67][C:53]2[NH:54][C:55]([C@@H:57]([NH:66][C:5](=[O:7])[C:4]3[CH:8]=[CH:9][C:10]([C:11]([N:13]4[CH2:17][CH2:16][CH2:15][CH2:14]4)=[O:12])=[C:2]([CH3:1])[CH:3]=3)[CH2:58][C:59]3[CH:60]=[CH:61][C:62]([F:65])=[CH:63][CH:64]=3)=[N:56][C:52]=2[CH:51]=1. (4) Given the reactants CCOC(/N=N/C(OCC)=O)=O.[Cl:13][C:14]1[CH:19]=[CH:18][C:17]([C:20]2[O:28][C:27]3[CH:26]=[CH:25][N:24]([C:29]4[CH:34]=[CH:33][C:32]([OH:35])=[C:31]([O:36][CH3:37])[CH:30]=4)[C:23](=[O:38])[C:22]=3[CH:21]=2)=[CH:16][CH:15]=1.C1(P(C2C=CC=CC=2)C2C=CC=CC=2)C=CC=CC=1.[O:58]1[CH2:61][CH2:60][CH:59]1[CH2:62]O, predict the reaction product. The product is: [Cl:13][C:14]1[CH:15]=[CH:16][C:17]([C:20]2[O:28][C:27]3[CH:26]=[CH:25][N:24]([C:29]4[CH:34]=[CH:33][C:32]([O:35][CH2:62][CH:59]5[CH2:60][CH2:61][O:58]5)=[C:31]([O:36][CH3:37])[CH:30]=4)[C:23](=[O:38])[C:22]=3[CH:21]=2)=[CH:18][CH:19]=1. (5) Given the reactants [Cl:1][C:2]1[CH:3]=[C:4]([OH:9])[CH:5]=[CH:6][C:7]=1[CH3:8].N1C=CC=CC=1.[C:16](Cl)(=[O:18])[CH3:17], predict the reaction product. The product is: [Cl:1][C:2]1[C:7]([CH3:8])=[CH:6][C:5]([C:16](=[O:18])[CH3:17])=[C:4]([OH:9])[CH:3]=1. (6) Given the reactants [Cl:1][C:2]1[CH:7]=[CH:6][C:5]([C:8]2[NH:13][C:12](=[O:14])[C:11]([C:15]#[N:16])=[CH:10][C:9]=2[C:17]2[CH:22]=[CH:21][CH:20]=[CH:19][CH:18]=2)=[CH:4][CH:3]=1.[CH2:23](Br)[C:24]1[CH:29]=[CH:28][CH:27]=[CH:26][CH:25]=1.C(=O)([O-])[O-].[Cs+].[Cs+], predict the reaction product. The product is: [CH2:23]([O:14][C:12]1[C:11]([C:15]#[N:16])=[CH:10][C:9]([C:17]2[CH:18]=[CH:19][CH:20]=[CH:21][CH:22]=2)=[C:8]([C:5]2[CH:4]=[CH:3][C:2]([Cl:1])=[CH:7][CH:6]=2)[N:13]=1)[C:24]1[CH:29]=[CH:28][CH:27]=[CH:26][CH:25]=1. (7) Given the reactants Cl[C:2]1[N:24]=[C:5]2[C:6]([NH:10][CH2:11][C:12]3[C:13]([N:18]([CH3:23])[S:19]([CH3:22])(=[O:21])=[O:20])=[N:14][CH:15]=[CH:16][CH:17]=3)=[CH:7][CH:8]=[CH:9][N:4]2[N:3]=1.[CH3:25][S:26]([C:29]1[CH:34]=[CH:33][C:32]([NH2:35])=[CH:31][CH:30]=1)(=[O:28])=[O:27].C1(P(C2CCCCC2)C2C=CC=CC=2C2C=CC=CC=2P(C2CCCCC2)C2CCCCC2)CCCCC1, predict the reaction product. The product is: [CH3:25][S:26]([C:29]1[CH:34]=[CH:33][C:32]([NH:35][C:2]2[N:24]=[C:5]3[C:6]([NH:10][CH2:11][C:12]4[C:13]([N:18]([CH3:23])[S:19]([CH3:22])(=[O:21])=[O:20])=[N:14][CH:15]=[CH:16][CH:17]=4)=[CH:7][CH:8]=[CH:9][N:4]3[N:3]=2)=[CH:31][CH:30]=1)(=[O:27])=[O:28]. (8) Given the reactants [CH3:1][C:2]1([CH3:22])[C:10]2[CH:9]=[C:8]3[NH:11][C:12]([NH:14][CH3:15])=[N:13][C:7]3=[CH:6][C:5]=2[N:4]([CH2:16][CH2:17][CH2:18][CH2:19][CH3:20])[C:3]1=[O:21].[CH3:23][C:24]1[CH:29]=[CH:28][C:27]([S:30](Cl)(=[O:32])=[O:31])=[CH:26][CH:25]=1.O, predict the reaction product. The product is: [CH3:22][C:2]1([CH3:1])[C:10]2[CH:9]=[C:8]3[N:11]([S:30]([C:27]4[CH:28]=[CH:29][C:24]([CH3:23])=[CH:25][CH:26]=4)(=[O:32])=[O:31])[C:12]([NH:14][CH3:15])=[N:13][C:7]3=[CH:6][C:5]=2[N:4]([CH2:16][CH2:17][CH2:18][CH2:19][CH3:20])[C:3]1=[O:21].